Dataset: Forward reaction prediction with 1.9M reactions from USPTO patents (1976-2016). Task: Predict the product of the given reaction. (1) Given the reactants [OH:1][N:2]=[C:3]([C:12]#[N:13])[C:4]1[CH:9]=[CH:8][CH:7]=[C:6]([O:10][CH3:11])[CH:5]=1.C(N(CC)CC)C.[CH3:21][S:22](Cl)(=[O:24])=[O:23], predict the reaction product. The product is: [CH3:21][S:22]([O:1][N:2]=[C:3]([C:12]#[N:13])[C:4]1[CH:9]=[CH:8][CH:7]=[C:6]([O:10][CH3:11])[CH:5]=1)(=[O:24])=[O:23]. (2) The product is: [CH2:26]([O:33][C:2]1[C:7]([CH2:8][C:10]2[CH:15]=[CH:14][C:13]([O:16][CH3:17])=[CH:12][CH:11]=2)=[N:6][CH:5]=[CH:4][N:3]=1)[C:27]1[CH:32]=[CH:31][CH:30]=[CH:29][CH:28]=1. Given the reactants Cl[C:2]1[C:7]([CH:8]([C:10]2[CH:15]=[CH:14][C:13]([O:16][CH3:17])=[CH:12][CH:11]=2)O)=[N:6][CH:5]=[CH:4][N:3]=1.[OH-].[Na+].C(=O)([O-])[O-].[K+].[K+].[CH2:26]([OH:33])[C:27]1[CH:32]=[CH:31][CH:30]=[CH:29][CH:28]=1.COCCOCCN(CCOCCOC)CCOCCOC, predict the reaction product. (3) Given the reactants [CH3:1][O:2][C:3](=[O:12])[C:4]1[CH:9]=[CH:8][CH:7]=[C:6]([Cl:10])[C:5]=1[CH3:11].[Br:13]N1C(=O)CCC1=O.C(OOC(=O)C1C=CC=CC=1)(=O)C1C=CC=CC=1, predict the reaction product. The product is: [CH3:1][O:2][C:3](=[O:12])[C:4]1[CH:9]=[CH:8][CH:7]=[C:6]([Cl:10])[C:5]=1[CH2:11][Br:13]. (4) Given the reactants [CH2:1]([N:3]1[C:7]([CH:8]=[O:9])=[CH:6][C:5]([C:10]2[CH:15]=[CH:14][C:13]([O:16][C:17]([F:20])([F:19])[F:18])=[CH:12][CH:11]=2)=[N:4]1)[CH3:2].O1CCCC1.[CH2:26]([Mg]Br)[CH:27]([CH3:29])[CH3:28], predict the reaction product. The product is: [CH2:1]([N:3]1[C:7]([CH:8]([OH:9])[CH2:26][CH:27]([CH3:29])[CH3:28])=[CH:6][C:5]([C:10]2[CH:11]=[CH:12][C:13]([O:16][C:17]([F:18])([F:20])[F:19])=[CH:14][CH:15]=2)=[N:4]1)[CH3:2]. (5) Given the reactants Br[C:2]1[CH:3]=[N:4][CH:5]=[C:6]2[C:11]=1[N:10]=[C:9]([C:12]([NH2:14])=[O:13])[CH:8]=[CH:7]2.[CH2:15]([NH:21][C:22](=[O:33])[CH2:23][C:24]1[CH:25]=[C:26](B(O)O)[CH:27]=[CH:28][CH:29]=1)[CH2:16][CH2:17][CH2:18][CH2:19][CH3:20], predict the reaction product. The product is: [CH2:15]([NH:21][C:22](=[O:33])[CH2:23][C:24]1[CH:25]=[C:26]([C:2]2[CH:3]=[N:4][CH:5]=[C:6]3[C:11]=2[N:10]=[C:9]([C:12]([NH2:14])=[O:13])[CH:8]=[CH:7]3)[CH:27]=[CH:28][CH:29]=1)[CH2:16][CH2:17][CH2:18][CH2:19][CH3:20]. (6) Given the reactants FC(F)(F)C(O)=O.[NH2:8][CH2:9][CH2:10][C:11]1[N:16]=[C:15]([C:17]2[S:18][C:19]3[CH:27]=[CH:26][CH:25]=[CH:24][C:20]=3[C:21](=[O:23])[N:22]=2)[CH:14]=[CH:13][CH:12]=1.C(=O)([O-])[O-].[K+].[K+].[CH2:34]([N:36]=[C:37]=[O:38])[CH3:35], predict the reaction product. The product is: [CH2:34]([NH:36][C:37]([NH:8][CH2:9][CH2:10][C:11]1[CH:12]=[CH:13][CH:14]=[C:15]([C:17]2[S:18][C:19]3[CH:27]=[CH:26][CH:25]=[CH:24][C:20]=3[C:21](=[O:23])[N:22]=2)[N:16]=1)=[O:38])[CH3:35]. (7) Given the reactants [OH:1][CH2:2][C:3]1([C:7]([O:9][CH2:10][CH3:11])=[O:8])[CH2:6][CH2:5][CH2:4]1.[Cr](Cl)([O-])(=O)=O.[NH+]1C=CC=CC=1, predict the reaction product. The product is: [CH:2]([C:3]1([C:7]([O:9][CH2:10][CH3:11])=[O:8])[CH2:6][CH2:5][CH2:4]1)=[O:1]. (8) The product is: [CH3:1][O:2][C:3]1[CH:8]=[CH:7][C:6]([C@@:9]23[C:18](=[O:19])[CH2:17][CH2:16][CH2:15][C@H:14]2[C@H:13]([CH3:20])[C:12]2([O:21][CH2:22][CH2:23][O:24]2)[CH2:11][CH2:10]3)=[CH:5][CH:4]=1. Given the reactants [CH3:1][O:2][C:3]1[CH:8]=[CH:7][C:6]([C@@:9]23[C@@H:18]([OH:19])[CH2:17][CH2:16][CH2:15][C@H:14]2[C@H:13]([CH3:20])[C:12]2([O:24][CH2:23][CH2:22][O:21]2)[CH2:11][CH2:10]3)=[CH:5][CH:4]=1.[Cr](O[Cr]([O-])(=O)=O)([O-])(=O)=O.[NH+]1C=CC=CC=1.[NH+]1C=CC=CC=1.S([O-])([O-])(=O)=O.[Mg+2], predict the reaction product.